From a dataset of Full USPTO retrosynthesis dataset with 1.9M reactions from patents (1976-2016). Predict the reactants needed to synthesize the given product. (1) Given the product [CH2:1]([C:8]1[C:9](=[O:20])[N:10]2[CH2:28][CH2:29][S:19][C:11]2=[N:12][C:13]=1[CH:14]([O:15][CH3:16])[O:17][CH3:18])[C:2]1[CH:7]=[CH:6][CH:5]=[CH:4][CH:3]=1.[CH2:1]([C:8]1[C:9](=[O:20])[N:10]=[C:11]2[S:19][CH2:29][CH2:28][N:12]2[C:13]=1[CH:14]([O:15][CH3:16])[O:17][CH3:18])[C:2]1[CH:7]=[CH:6][CH:5]=[CH:4][CH:3]=1, predict the reactants needed to synthesize it. The reactants are: [CH2:1]([C:8]1[C:9](=[O:20])[NH:10][C:11](=[S:19])[NH:12][C:13]=1[CH:14]([O:17][CH3:18])[O:15][CH3:16])[C:2]1[CH:7]=[CH:6][CH:5]=[CH:4][CH:3]=1.C([O-])([O-])=O.[K+].[K+].Br[CH2:28][CH2:29]Br. (2) Given the product [OH:28][C@H:18]1[CH2:19][CH2:20][C@@:21]2([CH3:22])[C@@H:16]([C:15](=[O:29])[O:14][C:13]3[C@H:12]4[C@:26]([CH3:27])([CH2:25][CH2:24][C:23]=32)[C@@H:9]([C@H:7]([CH3:8])[CH2:6][CH2:5][CH2:4][CH:2]([CH3:3])[CH3:1])[CH2:10][CH2:11]4)[CH2:17]1, predict the reactants needed to synthesize it. The reactants are: [CH3:1][CH:2]([CH2:4][CH2:5][CH2:6][C@@H:7]([C@@H:9]1[C@:26]2([CH3:27])[C@H:12]([C:13]3[O:14][C:15](=[O:29])[CH:16]4[C@:21]([C:23]=3[CH2:24][CH2:25]2)([CH3:22])[CH2:20][CH2:19][C:18](=[O:28])[CH2:17]4)[CH2:11][CH2:10]1)[CH3:8])[CH3:3].[BH4-].[Na+].[Cl-].[NH4+]. (3) Given the product [F:1][C:2]1[C:7]([F:8])=[CH:6][CH:5]=[CH:4][C:3]=1[CH:9]1[CH2:14][N:13]([CH2:34][C:35]([F:38])([F:37])[F:36])[C:12](=[O:15])[CH2:11][CH2:10]1, predict the reactants needed to synthesize it. The reactants are: [F:1][C:2]1[C:7]([F:8])=[CH:6][CH:5]=[CH:4][C:3]=1[CH:9]1[CH2:14][NH:13][C:12](=[O:15])[CH2:11][CH2:10]1.C[Si]([N-][Si](C)(C)C)(C)C.[Li+].O([CH2:34][C:35]([F:38])([F:37])[F:36])S(C(F)(F)F)(=O)=O. (4) Given the product [CH:1]1([NH:4][C:5](=[O:6])[NH:7][C:8]2[CH:13]=[CH:12][C:11]([O:14][C:15]3[CH:20]=[CH:19][N:18]=[C:17]4[CH:21]=[C:22]([C:24]5[N:25]=[CH:26][C:27]([CH2:30][NH:33][CH:34]6[CH2:35][CH2:36][N:37]([C:40]([O:42][C:43]([CH3:46])([CH3:45])[CH3:44])=[O:41])[CH2:38][CH2:39]6)=[CH:28][CH:29]=5)[S:23][C:16]=34)=[C:10]([F:32])[CH:9]=2)[CH2:3][CH2:2]1, predict the reactants needed to synthesize it. The reactants are: [CH:1]1([NH:4][C:5]([NH:7][C:8]2[CH:13]=[CH:12][C:11]([O:14][C:15]3[CH:20]=[CH:19][N:18]=[C:17]4[CH:21]=[C:22]([C:24]5[CH:29]=[CH:28][C:27]([CH:30]=O)=[CH:26][N:25]=5)[S:23][C:16]=34)=[C:10]([F:32])[CH:9]=2)=[O:6])[CH2:3][CH2:2]1.[NH2:33][CH:34]1[CH2:39][CH2:38][N:37]([C:40]([O:42][C:43]([CH3:46])([CH3:45])[CH3:44])=[O:41])[CH2:36][CH2:35]1.C(O)(=O)C.[BH-](OC(C)=O)(OC(C)=O)OC(C)=O.[Na+]. (5) Given the product [NH2:32][CH2:31][C:30]1[CH:29]=[CH:28][C:27]([N:26]2[CH:19]([C:20]3[CH:21]=[CH:22][CH:23]=[CH:24][CH:25]=3)[CH:45]([CH2:44][CH2:43][CH:42]([OH:60])[C:39]3[CH:40]=[CH:41][CH:36]=[CH:37][CH:38]=3)[C:46]2=[O:47])=[CH:34][CH:33]=1, predict the reactants needed to synthesize it. The reactants are: COC1C=CC(N=CC2C=CC(C#N)=CC=2)=CC=1.[CH:19](=[N:26][C:27]1[CH:34]=[CH:33][C:30]([C:31]#[N:32])=[CH:29][CH:28]=1)[C:20]1[CH:25]=[CH:24][CH:23]=[CH:22][CH:21]=1.F[C:36]1[CH:41]=[CH:40][C:39]([CH:42]([OH:60])[CH2:43][CH2:44][CH2:45][C:46](N2C(C3C=CC=CC=3)COC2=O)=[O:47])=[CH:38][CH:37]=1.C1(C(O)CCCC(N2C(C3C=CC=CC=3)COC2=O)=O)C=CC=CC=1. (6) Given the product [CH3:1][O:2][C:3]1[CH:4]=[C:5]([NH:11][C:12]2[N:17]=[C:16]([N:18]3[C:22]([CH3:23])=[CH:21][C:20]([C:24]([F:25])([F:26])[F:27])=[N:19]3)[C:15]([C:28]3[CH:29]=[C:30]([C:36]([NH:49][S:46]([C:43]4[C:42]([CH3:50])=[N:41][N:40]([CH3:39])[C:44]=4[CH3:45])(=[O:47])=[O:48])=[O:37])[C:31]([O:34][CH3:35])=[N:32][CH:33]=3)=[CH:14][N:13]=2)[CH:6]=[C:7]([O:9][CH3:10])[CH:8]=1, predict the reactants needed to synthesize it. The reactants are: [CH3:1][O:2][C:3]1[CH:4]=[C:5]([NH:11][C:12]2[N:17]=[C:16]([N:18]3[C:22]([CH3:23])=[CH:21][C:20]([C:24]([F:27])([F:26])[F:25])=[N:19]3)[C:15]([C:28]3[CH:29]=[C:30]([C:36](O)=[O:37])[C:31]([O:34][CH3:35])=[N:32][CH:33]=3)=[CH:14][N:13]=2)[CH:6]=[C:7]([O:9][CH3:10])[CH:8]=1.[CH3:39][N:40]1[C:44]([CH3:45])=[C:43]([S:46]([NH2:49])(=[O:48])=[O:47])[C:42]([CH3:50])=[N:41]1.C(N(CC)CC)C.[I-].ClC1C=CC=C[N+]=1C.